Dataset: Forward reaction prediction with 1.9M reactions from USPTO patents (1976-2016). Task: Predict the product of the given reaction. (1) The product is: [N:24]1[CH:29]=[C:28]([CH2:30][NH:31][C:18]([C:12]2[CH:11]=[C:10]3[C:15]([CH:16]=[CH:17][N:8]([CH2:7][C:6]4[CH:5]=[CH:4][C:3]([C:1]#[N:2])=[CH:23][CH:22]=4)[C:9]3=[O:21])=[CH:14][CH:13]=2)=[O:19])[CH:27]=[N:26][CH:25]=1. Given the reactants [C:1]([C:3]1[CH:23]=[CH:22][C:6]([CH2:7][N:8]2[CH:17]=[CH:16][C:15]3[C:10](=[CH:11][C:12]([C:18](O)=[O:19])=[CH:13][CH:14]=3)[C:9]2=[O:21])=[CH:5][CH:4]=1)#[N:2].[N:24]1[CH:29]=[C:28]([CH2:30][NH2:31])[CH:27]=[N:26][CH:25]=1, predict the reaction product. (2) Given the reactants [CH3:1][O:2][C:3]1[CH:4]=[C:5]2[C:9](=[CH:10][CH:11]=1)[NH:8][C:7](=[O:12])[CH2:6]2.[CH:13]([C:15]1[NH:16][C:17]([CH3:29])=[C:18]([S:25]([CH3:28])(=[O:27])=[O:26])[C:19]=1[CH2:20][CH2:21][C:22]([OH:24])=[O:23])=O.N1CCCCC1, predict the reaction product. The product is: [CH3:28][S:25]([C:18]1[C:19]([CH2:20][CH2:21][C:22]([OH:24])=[O:23])=[C:15](/[CH:13]=[C:6]2\[C:7](=[O:12])[NH:8][C:9]3[C:5]\2=[CH:4][C:3]([O:2][CH3:1])=[CH:11][CH:10]=3)[NH:16][C:17]=1[CH3:29])(=[O:27])=[O:26]. (3) Given the reactants ClC1C=C(C=CC=1Cl)O[CH:6]1[CH2:11][CH2:10][N:9]([S:12]([C:15]2[C:16]([CH3:22])=[N:17][N:18]([CH3:21])[C:19]=2[CH3:20])(=[O:14])=[O:13])[CH2:8][CH2:7]1.CN1C(C)=C(S(Cl)(=O)=O)C(C)=N1.Cl.[Cl:40][C:41]1[CH:46]=[CH:45][C:44]([CH:47](C2CCNCC2)[OH:48])=[CH:43][CH:42]=1, predict the reaction product. The product is: [Cl:40][C:41]1[CH:46]=[CH:45][C:44]([CH:47]([CH:6]2[CH2:7][CH2:8][N:9]([S:12]([C:15]3[C:16]([CH3:22])=[N:17][N:18]([CH3:21])[C:19]=3[CH3:20])(=[O:13])=[O:14])[CH2:10][CH2:11]2)[OH:48])=[CH:43][CH:42]=1. (4) Given the reactants [OH:1][C:2]1[CH:3]=[C:4]([NH:9][S:10]([CH3:13])(=[O:12])=[O:11])[CH:5]=[C:6]([OH:8])[CH:7]=1.C(N(CC)CC)C.[Cl:21][C:22]1[C:27]([C:28](Cl)=[O:29])=[C:26]([Cl:31])[N:25]=[CH:24][N:23]=1, predict the reaction product. The product is: [Cl:21][C:22]1[C:27]([C:28]([O:8][C:6]2[CH:5]=[C:4]([NH:9][S:10]([CH3:13])(=[O:12])=[O:11])[CH:3]=[C:2]([OH:1])[CH:7]=2)=[O:29])=[C:26]([Cl:31])[N:25]=[CH:24][N:23]=1. (5) Given the reactants C(=O)([O-])[O-].[K+].[K+].[CH2:7]([C:11]1[NH:12][C:13]([CH:17]=[O:18])=[C:14]([Cl:16])[N:15]=1)[CH2:8][CH2:9][CH3:10].Br[CH2:20][C:21]1[CH:30]=[CH:29][C:24]([C:25]([O:27][CH3:28])=[O:26])=[CH:23][CH:22]=1, predict the reaction product. The product is: [CH2:7]([C:11]1[N:12]([CH2:20][C:21]2[CH:30]=[CH:29][C:24]([C:25]([O:27][CH3:28])=[O:26])=[CH:23][CH:22]=2)[C:13]([CH:17]=[O:18])=[C:14]([Cl:16])[N:15]=1)[CH2:8][CH2:9][CH3:10]. (6) Given the reactants [Br:1][C:2]1[C:10]2[C:5](=[N:6][CH:7]=[N:8][C:9]=2[Cl:11])[NH:4][N:3]=1.[CH2:12]([N:19]1[CH2:24][CH2:23][CH:22](O)[CH2:21][CH2:20]1)[C:13]1[CH:18]=[CH:17][CH:16]=[CH:15][CH:14]=1.C1(P(C2C=CC=CC=2)C2C=CC=CC=2)C=CC=CC=1.N(C(OCC)=O)=NC(OCC)=O, predict the reaction product. The product is: [CH2:12]([N:19]1[CH2:24][CH2:23][CH:22]([N:4]2[C:5]3=[N:6][CH:7]=[N:8][C:9]([Cl:11])=[C:10]3[C:2]([Br:1])=[N:3]2)[CH2:21][CH2:20]1)[C:13]1[CH:18]=[CH:17][CH:16]=[CH:15][CH:14]=1. (7) Given the reactants I[C:2]1[CH:11]=[C:10]2[C:5]([CH:6]=[C:7]([C:18]3[CH:19]=[CH:20][C:21]4[O:26][CH2:25][C:24](=[O:27])[NH:23][C:22]=4[CH:28]=3)[CH:8]([C:12]3[CH:17]=[CH:16][CH:15]=[CH:14][CH:13]=3)[S:9]2)=[CH:4][CH:3]=1.[NH2:29][CH2:30][CH:31]([OH:33])[CH3:32], predict the reaction product. The product is: [OH:33][CH:31]([CH3:32])[CH2:30][NH:29][C:2]1[CH:11]=[C:10]2[C:5]([CH:6]=[C:7]([C:18]3[CH:19]=[CH:20][C:21]4[O:26][CH2:25][C:24](=[O:27])[NH:23][C:22]=4[CH:28]=3)[CH:8]([C:12]3[CH:17]=[CH:16][CH:15]=[CH:14][CH:13]=3)[S:9]2)=[CH:4][CH:3]=1. (8) Given the reactants [C:1]12(COC3C(Cl)=CC(C(OC(C)(C)C)=O)=C(F)C=3)[CH2:7][CH:6]1CCCC2.Cl[C:26]1[C:27]([O:40][CH2:41][C:42]23[CH2:52][CH:51]2[CH2:50][C:45]2([O:49][CH2:48][CH2:47][O:46]2)[CH2:44][CH2:43]3)=[CH:28][C:29]([F:39])=[C:30]([CH:38]=1)[C:31]([O:33][C:34]([CH3:37])([CH3:36])[CH3:35])=[O:32], predict the reaction product. The product is: [CH:1]1([C:26]2[C:27]([O:40][CH2:41][C:42]34[CH2:52][CH:51]3[CH2:50][C:45]3([O:46][CH2:47][CH2:48][O:49]3)[CH2:44][CH2:43]4)=[CH:28][C:29]([F:39])=[C:30]([CH:38]=2)[C:31]([O:33][C:34]([CH3:37])([CH3:36])[CH3:35])=[O:32])[CH2:7][CH2:6]1. (9) Given the reactants [Cl:1][C:2]1[CH:21]=[CH:20][C:5]([O:6][C:7]2[CH:12]=[CH:11][C:10]([N:13]3[CH:17]([OH:18])[CH2:16][CH2:15][C:14]3=[O:19])=[CH:9][CH:8]=2)=[CH:4][CH:3]=1.[C:22](O)([C:24]([F:27])([F:26])[F:25])=O, predict the reaction product. The product is: [NH2:13][C:10]1[CH:9]=[CH:8][C:7]([CH:14]2[N:13]([C:10]3[CH:9]=[CH:8][C:7]([O:6][C:5]4[CH:4]=[CH:3][C:2]([Cl:1])=[CH:21][CH:20]=4)=[CH:12][CH:11]=3)[C:17](=[O:18])[CH2:16][CH2:15]2)=[CH:12][C:22]=1[C:24]([F:27])([F:26])[F:25].[NH2:13][C:10]1[C:22]([C:24]([F:27])([F:26])[F:25])=[CH:12][CH:7]=[CH:8][C:9]=1[CH:17]1[N:13]([C:10]2[CH:11]=[CH:12][C:7]([O:6][C:5]3[CH:4]=[CH:3][C:2]([Cl:1])=[CH:21][CH:20]=3)=[CH:8][CH:9]=2)[C:14](=[O:19])[CH2:15][CH2:16]1.